From a dataset of Full USPTO retrosynthesis dataset with 1.9M reactions from patents (1976-2016). Predict the reactants needed to synthesize the given product. (1) Given the product [F:1][C:2]1[CH:3]=[C:4]([C:5]2[O:7][N:54]=[C:52]([C:49]3[CH:48]=[CH:47][C:46]([CH2:45][OH:44])=[N:51][CH:50]=3)[N:53]=2)[CH:8]=[CH:9][C:10]=1[CH2:11][CH:12]([CH3:14])[CH3:13], predict the reactants needed to synthesize it. The reactants are: [F:1][C:2]1[CH:3]=[C:4]([CH:8]=[CH:9][C:10]=1[CH2:11][CH:12]([CH3:14])[CH3:13])[C:5]([OH:7])=O.ON1C2C=CC=CC=2N=N1.Cl.C(N=C=NCCCN(C)C)C.[Si]([O:44][CH2:45][C:46]1[N:51]=[CH:50][C:49]([C:52](=[N:54]O)[NH2:53])=[CH:48][CH:47]=1)(C(C)(C)C)(C)C.[F-].C([N+](CCCC)(CCCC)CCCC)CCC.O1CCCC1. (2) Given the product [NH4+:7].[OH-:27].[F:28][C:29]([F:33])([F:32])[CH2:30][O:31][C:2]1[N:7]=[C:6]([CH:8]2[CH2:12][CH2:11][N:10]([CH2:13][CH2:14][C:15]3[C:16]([N:21]4[CH2:26][CH2:25][CH2:24][CH2:23][C:22]4=[O:27])=[N:17][CH:18]=[CH:19][CH:20]=3)[CH2:9]2)[CH:5]=[CH:4][CH:3]=1, predict the reactants needed to synthesize it. The reactants are: F[C:2]1[N:7]=[C:6]([CH:8]2[CH2:12][CH2:11][N:10]([CH2:13][CH2:14][C:15]3[C:16]([N:21]4[CH2:26][CH2:25][CH2:24][CH2:23][C:22]4=[O:27])=[N:17][CH:18]=[CH:19][CH:20]=3)[CH2:9]2)[CH:5]=[CH:4][CH:3]=1.[F:28][C:29]([F:33])([F:32])[CH2:30][OH:31].CC([O-])(C)C.[K+].[Na+].[Cl-]. (3) Given the product [NH2:1][C:4]1[CH:5]=[C:6]([N:10]2[CH:14]=[N:13][N:12]=[N:11]2)[CH:7]=[CH:8][CH:9]=1, predict the reactants needed to synthesize it. The reactants are: [N+:1]([C:4]1[CH:5]=[C:6]([N:10]2[CH:14]=[N:13][N:12]=[N:11]2)[CH:7]=[CH:8][CH:9]=1)([O-])=O. (4) The reactants are: [OH:1][C:2]1[N:10]=[CH:9][CH:8]=[CH:7][C:3]=1[C:4]([OH:6])=[O:5].S(Cl)([Cl:13])=O.[CH2:15]1COCC1.CO. Given the product [ClH:13].[O:1]=[C:2]1[C:3]([C:4]([O:6][CH3:15])=[O:5])=[CH:7][CH:8]=[CH:9][NH:10]1, predict the reactants needed to synthesize it. (5) Given the product [CH:11]([C:13]1[CH:18]=[CH:17][N:16]=[C:15]([C:19]2[CH:24]=[CH:23][N:22]=[C:21]([C:25]([NH:27][CH3:28])=[O:26])[CH:20]=2)[C:14]=1[OH:29])=[O:12], predict the reactants needed to synthesize it. The reactants are: C(O)(C(F)(F)F)=O.C(Cl)Cl.[CH:11]([C:13]1[CH:18]=[CH:17][N:16]=[C:15]([C:19]2[CH:24]=[CH:23][N:22]=[C:21]([C:25]([NH:27][CH3:28])=[O:26])[CH:20]=2)[C:14]=1[O:29]COC)=[O:12].